This data is from Drug-target binding data from BindingDB using IC50 measurements. The task is: Regression. Given a target protein amino acid sequence and a drug SMILES string, predict the binding affinity score between them. We predict pIC50 (pIC50 = -log10(IC50 in M); higher means more potent). Dataset: bindingdb_ic50. The drug is COC(=O)/C=C/c1c(-c2ccc(C)cc2)c2c(N)ncnc2n1CCCO. The target protein sequence is MQTVGVHSIVQQLHRNSIQFTDGYEVKEDIGVGSYSVCKRCIHKATNMEFAVKIIDKSKRDPTEEIEILLRYGQHPNIITLKDVYDDGKYVYVVTELMKGGELLDKILRQKFFSEREASAVLFTITKTVEYLHAQGVVHRDLKPSNILYVDESGNPESIRICDFGFAKQLRAENGLLMTPCYTANFVAPEVLKRQGYDAACDIWSLGVLLYTMLTGYTPFANGPDDTPEEILARIGSGKFSLSGGYWNSVSDTAKDLVSKMLHVDPHQRLTAALVLRHPWIVHWDQLPQYQLNRQDAPHLVKGAMAATYSALNRNQSPVLEPVGRSTLAQRRGIKKITSTAL. The pIC50 is 6.6.